This data is from Full USPTO retrosynthesis dataset with 1.9M reactions from patents (1976-2016). The task is: Predict the reactants needed to synthesize the given product. (1) Given the product [CH:14]1([C:12]([N:8]2[C:9]3[C:4](=[C:3]([O:18][C:19]4[CH:24]=[CH:23][CH:22]=[CH:21][C:20]=4[F:25])[C:2]([B:49]4[O:53][C:52]([CH3:55])([CH3:54])[C:51]([CH3:57])([CH3:56])[O:50]4)=[CH:11][CH:10]=3)[CH2:5][CH2:6][C@@H:7]2[CH3:17])=[O:13])[CH2:16][CH2:15]1, predict the reactants needed to synthesize it. The reactants are: Br[C:2]1[C:3]([O:18][C:19]2[CH:24]=[CH:23][CH:22]=[CH:21][C:20]=2[F:25])=[C:4]2[C:9](=[CH:10][CH:11]=1)[N:8]([C:12]([CH:14]1[CH2:16][CH2:15]1)=[O:13])[C@@H:7]([CH3:17])[CH2:6][CH2:5]2.BrC1C(OC2C=CC=CC=2F)=C2C(=CC=1)N(C(=O)C)[C@@H](C)CC2.[B:49]1([B:49]2[O:53][C:52]([CH3:55])([CH3:54])[C:51]([CH3:57])([CH3:56])[O:50]2)[O:53][C:52]([CH3:55])([CH3:54])[C:51]([CH3:57])([CH3:56])[O:50]1.C([O-])(=O)C.[K+]. (2) Given the product [C:38]([NH:1][C:2]1[CH:7]=[CH:6][C:5]([NH:8][C:9]2[N:14]=[C:13]([NH:15][C:16]3[CH:25]=[CH:24][CH:23]=[CH:22][C:17]=3[C:18]([NH:20][CH3:21])=[O:19])[C:12]([Cl:26])=[CH:11][N:10]=2)=[C:4]([O:27][CH3:28])[CH:3]=1)(=[O:41])[CH:39]=[CH2:40], predict the reactants needed to synthesize it. The reactants are: [NH2:1][C:2]1[CH:7]=[CH:6][C:5]([NH:8][C:9]2[N:14]=[C:13]([NH:15][C:16]3[CH:25]=[CH:24][CH:23]=[CH:22][C:17]=3[C:18]([NH:20][CH3:21])=[O:19])[C:12]([Cl:26])=[CH:11][N:10]=2)=[C:4]([O:27][CH3:28])[CH:3]=1.CCN(C(C)C)C(C)C.[C:38](Cl)(=[O:41])[CH:39]=[CH2:40]. (3) Given the product [CH2:11]([O:13][C:14]([CH:15]1[C:16](=[O:18])[CH2:17][C:20]([C:16](=[O:18])[CH3:15])([OH:22])[CH:21]([C:14]([O:13][CH2:11][CH3:12])=[O:19])[CH:7]1[C:6]1[CH:9]=[CH:10][C:3]([O:2][CH3:1])=[CH:4][CH:5]=1)=[O:19])[CH3:12], predict the reactants needed to synthesize it. The reactants are: [CH3:1][O:2][C:3]1[CH:10]=[CH:9][C:6]([CH:7]=O)=[CH:5][CH:4]=1.[CH2:11]([O:13][C:14](=[O:19])[CH2:15][C:16](=[O:18])[CH3:17])[CH3:12].[CH2:20]([OH:22])[CH3:21]. (4) The reactants are: [F:1][C:2]([F:25])([F:24])[C:3]1[CH:23]=[CH:22][CH:21]=[CH:20][C:4]=1[C:5]([N:7]1[CH2:12][CH2:11][N:10]([C:13]2[S:14][C:15]([C:18]#[N:19])=[CH:16][N:17]=2)[CH2:9][CH2:8]1)=[O:6].[NH2:26]O. Given the product [F:25][C:2]([F:24])([F:1])[C:3]1[CH:23]=[CH:22][CH:21]=[CH:20][C:4]=1[C:5]([N:7]1[CH2:12][CH2:11][N:10]([C:13]2[S:14][C:15]([C:18](=[NH:26])[NH2:19])=[CH:16][N:17]=2)[CH2:9][CH2:8]1)=[O:6], predict the reactants needed to synthesize it. (5) The reactants are: [O:1]([CH2:8][C@@H:9]([OH:42])[CH2:10][N:11]([CH2:19][CH2:20][CH:21]([C:32]1[CH:37]=[CH:36][C:35]([C:38]([O:40]C)=[O:39])=[CH:34][CH:33]=1)[C:22]1[CH:27]=[CH:26][C:25]([C:28]([O:30]C)=[O:29])=[CH:24][CH:23]=1)CC1C=CC=CC=1)[C:2]1[CH:7]=[CH:6][CH:5]=[CH:4][CH:3]=1.[OH-].[Na+]. Given the product [O:1]([CH2:8][C@@H:9]([OH:42])[CH2:10][NH:11][CH2:19][CH2:20][CH:21]([C:22]1[CH:23]=[CH:24][C:25]([C:28]([OH:30])=[O:29])=[CH:26][CH:27]=1)[C:32]1[CH:37]=[CH:36][C:35]([C:38]([OH:40])=[O:39])=[CH:34][CH:33]=1)[C:2]1[CH:3]=[CH:4][CH:5]=[CH:6][CH:7]=1, predict the reactants needed to synthesize it.